From a dataset of Reaction yield outcomes from USPTO patents with 853,638 reactions. Predict the reaction yield, written as a fraction of the theoretical maximum amount of product (1.0 means a 100% yield; for example, 0.34 means a 34% yield). (1) The reactants are [F:1][C:2]1[CH:3]=[C:4]([CH:9]2[C:17]3[O:16][C:15](=O)[NH:14][C:13](=[O:19])[C:12]=3[CH2:11][CH2:10]2)[CH:5]=[CH:6][C:7]=1[F:8].[OH-].[NH4+:21]. No catalyst specified. The product is [F:1][C:2]1[CH:3]=[C:4]([CH:9]2[C:17]3[NH:21][C:15](=[O:16])[NH:14][C:13](=[O:19])[C:12]=3[CH2:11][CH2:10]2)[CH:5]=[CH:6][C:7]=1[F:8]. The yield is 1.00. (2) The reactants are C1(P(C2C=CC=CC=2)C2C=CC=CC=2)C=CC=CC=1.[OH:20][C:21]1[C:22]([CH2:34][CH:35]=[C:36]([CH3:39])[CH2:37]O)=[C:23]([O:32][CH3:33])[C:24]([CH3:31])=[C:25]2[C:29]=1[C:28](=[O:30])[O:27][CH2:26]2.C(Br)(Br)(Br)[Br:41]. The catalyst is ClCCl. The product is [Br:41][CH2:37][C:36]([CH3:39])=[CH:35][CH2:34][C:22]1[C:21]([OH:20])=[C:29]2[C:25]([CH2:26][O:27][C:28]2=[O:30])=[C:24]([CH3:31])[C:23]=1[O:32][CH3:33]. The yield is 0.420. (3) The reactants are CN(C)C=O.[OH:6][C:7]1[CH:8]=[N:9][CH:10]=[CH:11][CH:12]=1.F[C:14]1[CH:21]=[CH:20][C:17]([CH:18]=[O:19])=[CH:16][CH:15]=1.C(=O)([O-])[O-].[K+].[K+]. The catalyst is O. The product is [N:9]1[CH:10]=[CH:11][CH:12]=[C:7]([O:6][C:14]2[CH:21]=[CH:20][C:17]([CH:18]=[O:19])=[CH:16][CH:15]=2)[CH:8]=1. The yield is 0.271.